Dataset: Full USPTO retrosynthesis dataset with 1.9M reactions from patents (1976-2016). Task: Predict the reactants needed to synthesize the given product. (1) Given the product [CH2:22]([NH:29][C:2]1[NH:21][C:5]2=[CH:6][C:7]3[C:8]([CH3:20])([CH3:19])[C:9](=[O:18])[N:10]([CH2:13][CH2:14][CH2:15][CH2:16][CH3:17])[C:11]=3[CH:12]=[C:4]2[N:3]=1)[C:23]1[CH:28]=[CH:27][CH:26]=[CH:25][CH:24]=1, predict the reactants needed to synthesize it. The reactants are: Cl[C:2]1[NH:21][C:5]2=[CH:6][C:7]3[C:8]([CH3:20])([CH3:19])[C:9](=[O:18])[N:10]([CH2:13][CH2:14][CH2:15][CH2:16][CH3:17])[C:11]=3[CH:12]=[C:4]2[N:3]=1.[CH2:22]([NH2:29])[C:23]1[CH:28]=[CH:27][CH:26]=[CH:25][CH:24]=1. (2) Given the product [CH3:11][C:12]([OH:16])([CH3:13])[CH2:14][NH:15][C:2]1[CH:7]=[CH:6][CH:5]=[CH:4][C:3]=1[N+:8]([O-:10])=[O:9], predict the reactants needed to synthesize it. The reactants are: F[C:2]1[CH:7]=[CH:6][CH:5]=[CH:4][C:3]=1[N+:8]([O-:10])=[O:9].[CH3:11][C:12]([OH:16])([CH2:14][NH2:15])[CH3:13].C(N(C(C)C)CC)(C)C. (3) Given the product [Cl:22][C:7]1[N:6]=[C:5]([CH2:3][OH:2])[CH:10]=[C:9]([NH:11][CH2:12][CH2:13][C:14]2[CH:15]=[CH:16][C:17]([O:20][CH3:21])=[CH:18][CH:19]=2)[N:8]=1, predict the reactants needed to synthesize it. The reactants are: C[O:2][C:3]([C:5]1[CH:10]=[C:9]([NH:11][CH2:12][CH2:13][C:14]2[CH:19]=[CH:18][C:17]([O:20][CH3:21])=[CH:16][CH:15]=2)[N:8]=[C:7]([Cl:22])[N:6]=1)=O.[BH4-].[Li+].C1COCC1. (4) Given the product [Cl:1][C:2]1[C:7]([C:8]([O:10][CH2:11][CH3:12])=[O:9])=[CH:6][N:5]=[C:4]([C:18]2[CH:19]=[CH:20][C:15]([F:14])=[CH:16][CH:17]=2)[CH:3]=1, predict the reactants needed to synthesize it. The reactants are: [Cl:1][C:2]1[C:7]([C:8]([O:10][CH2:11][CH3:12])=[O:9])=[CH:6][N:5]=[C:4](Cl)[CH:3]=1.[F:14][C:15]1[CH:20]=[CH:19][C:18]([Mg]Br)=[CH:17][CH:16]=1. (5) Given the product [CH2:1]([O:3][C:4](=[O:29])[CH2:5][C:9]([C:10]1[CH:15]=[C:14]([CH2:16][C:17]2[CH:22]=[CH:21][CH:20]=[C:19]([Cl:23])[C:18]=2[F:24])[C:13]([O:25][CH3:26])=[CH:12][C:11]=1[F:27])=[O:28])[CH3:2], predict the reactants needed to synthesize it. The reactants are: [CH2:1]([O:3][C:4](=[O:29])[CH:5]([C:9](=[O:28])[C:10]1[CH:15]=[C:14]([CH2:16][C:17]2[CH:22]=[CH:21][CH:20]=[C:19]([Cl:23])[C:18]=2[F:24])[C:13]([O:25][CH3:26])=[CH:12][C:11]=1[F:27])C(=O)C)[CH3:2].O.C([O-])(=O)C.[Na+]. (6) Given the product [ClH:35].[CH3:1][N:2]([CH3:27])[C:3](=[O:26])[CH2:4][N:5]1[C:13]2[CH:12]=[CH:11][CH:10]=[CH:9][C:8]=2[C:7]2[CH2:14][CH2:15][NH:16][CH2:17][CH2:18][C:6]1=2, predict the reactants needed to synthesize it. The reactants are: [CH3:1][N:2]([CH3:27])[C:3](=[O:26])[CH2:4][N:5]1[C:13]2[CH:12]=[CH:11][CH:10]=[CH:9][C:8]=2[C:7]2[CH2:14][CH2:15][N:16](C(OC(C)(C)C)=O)[CH2:17][CH2:18][C:6]1=2.C(C(O)=O)(F)(F)F.[ClH:35]. (7) Given the product [Br:1][C:2]1[CH:3]=[CH:4][CH:5]=[C:6]([CH:8]([Cl:20])[C:10]2[CH:15]=[CH:14][CH:13]=[C:12]([O:16][CH3:17])[N:11]=2)[N:7]=1, predict the reactants needed to synthesize it. The reactants are: [Br:1][C:2]1[N:7]=[C:6]([CH:8]([C:10]2[CH:15]=[CH:14][CH:13]=[C:12]([O:16][CH3:17])[N:11]=2)O)[CH:5]=[CH:4][CH:3]=1.O=S(Cl)[Cl:20].